From a dataset of Forward reaction prediction with 1.9M reactions from USPTO patents (1976-2016). Predict the product of the given reaction. (1) Given the reactants [Cl:1][C:2]1[CH:10]=[CH:9][CH:8]=[CH:7][C:3]=1[C:4]([OH:6])=O.[CH3:11][C:12]1[N:17]=[CH:16][C:15]([CH:18]([CH2:21][CH:22]2[CH2:24][CH2:23]2)[CH2:19][NH2:20])=[CH:14][N:13]=1, predict the reaction product. The product is: [Cl:1][C:2]1[CH:10]=[CH:9][CH:8]=[CH:7][C:3]=1[C:4]([NH:20][CH2:19][CH:18]([C:15]1[CH:16]=[N:17][C:12]([CH3:11])=[N:13][CH:14]=1)[CH2:21][CH:22]1[CH2:24][CH2:23]1)=[O:6]. (2) Given the reactants [CH2:1](I)[C:2]([CH3:5])([CH3:4])[CH3:3].Br[C:8]1[CH:9]=[CH:10][C:11]([N:16]2[CH:20]=[CH:19][N:18]=[CH:17]2)=[C:12]([CH:15]=1)[C:13]#[N:14], predict the reaction product. The product is: [CH3:3][C:2]([CH3:5])([CH3:4])[CH2:1][C:8]1[CH:9]=[CH:10][C:11]([N:16]2[CH:20]=[CH:19][N:18]=[CH:17]2)=[C:12]([CH:15]=1)[C:13]#[N:14]. (3) The product is: [ClH:18].[N+:15]([CH:13]([C:2]1([OH:1])[CH2:5][NH:4][CH2:3]1)[CH3:14])([O-:17])=[O:16]. Given the reactants [OH:1][C:2]1([CH:13]([N+:15]([O-:17])=[O:16])[CH3:14])[CH2:5][N:4](C(OC(C)(C)C)=O)[CH2:3]1.[ClH:18], predict the reaction product. (4) Given the reactants [CH3:1][CH:2]([NH:4][CH2:5][CH:6]([OH:23])[CH2:7][O:8][C:9]1[CH:10]=[CH:11][C:12]([CH2:15][O:16][CH2:17][CH2:18][O:19][CH:20]([CH3:22])[CH3:21])=[CH:13][CH:14]=1)[CH3:3].C(/C(O)=O)=C\C(O)=O, predict the reaction product. The product is: [CH3:3][CH:2]([NH:4][CH2:5][CH:6]([OH:23])[CH2:7][O:8][C:9]1[CH:10]=[CH:11][C:12]([CH2:15][O:16][CH2:17][CH2:18][O:19][CH:20]([CH3:22])[CH3:21])=[CH:13][CH:14]=1)[CH3:1]. (5) Given the reactants B(O)O.Br[C:5]1[CH:6]=[C:7]([CH:10]=[O:11])[S:8][CH:9]=1.[O:12]1[CH:16]=[CH:15][CH:14]=[C:13]1B(O)O, predict the reaction product. The product is: [O:12]1[CH:16]=[CH:15][CH:14]=[C:13]1[C:5]1[CH:6]=[C:7]([CH:10]=[O:11])[S:8][CH:9]=1. (6) Given the reactants [C:1]([O:4][CH:5]1[C:9]2=[N:10][CH:11]=[C:12]([NH2:28])[C:13]([N:14]3[CH2:19][CH2:18][CH2:17][C@H:16]([NH:20][C:21]([O:23][C:24]([CH3:27])([CH3:26])[CH3:25])=[O:22])[CH2:15]3)=[C:8]2[CH2:7][CH2:6]1)(=[O:3])[CH3:2].[C:29]([O:33][C:34]([NH:36][C:37]1[S:41][C:40]([C:42]2[C:47]([F:48])=[CH:46][CH:45]=[CH:44][C:43]=2[F:49])=[N:39][C:38]=1[C:50](O)=[O:51])=[O:35])([CH3:32])([CH3:31])[CH3:30].CN(C(ON1N=NC2C=CC=NC1=2)=[N+](C)C)C.F[P-](F)(F)(F)(F)F.CCN(C(C)C)C(C)C, predict the reaction product. The product is: [C:1]([O:4][CH:5]1[C:9]2=[N:10][CH:11]=[C:12]([NH:28][C:50]([C:38]3[N:39]=[C:40]([C:42]4[C:47]([F:48])=[CH:46][CH:45]=[CH:44][C:43]=4[F:49])[S:41][C:37]=3[NH:36][C:34]([O:33][C:29]([CH3:32])([CH3:31])[CH3:30])=[O:35])=[O:51])[C:13]([N:14]3[CH2:19][CH2:18][CH2:17][C@H:16]([NH:20][C:21]([O:23][C:24]([CH3:27])([CH3:26])[CH3:25])=[O:22])[CH2:15]3)=[C:8]2[CH2:7][CH2:6]1)(=[O:3])[CH3:2]. (7) Given the reactants [Cl:1][C:2]1[CH:7]=[C:6]([O:8][C:9]2[C:18]3[C:13](=[CH:14][C:15]([O:23][CH3:24])=[C:16]([C:19]([O:21][CH3:22])=[O:20])[CH:17]=3)[N:12]=[CH:11][CH:10]=2)[CH:5]=[CH:4][C:3]=1[NH:25][C:26](=[O:34])OC1C=CC=CC=1.[CH3:35][NH2:36].O, predict the reaction product. The product is: [Cl:1][C:2]1[CH:7]=[C:6]([CH:5]=[CH:4][C:3]=1[NH:25][C:26]([NH:36][CH3:35])=[O:34])[O:8][C:9]1[C:18]2[C:13](=[CH:14][C:15]([O:23][CH3:24])=[C:16]([C:19]([O:21][CH3:22])=[O:20])[CH:17]=2)[N:12]=[CH:11][CH:10]=1. (8) Given the reactants [CH3:1][C:2]([C@H:4]1[C@@H:8]2[C@H:9]3[C@@:14]([CH3:17])([CH2:15][CH2:16][C@@:7]2([CH:31]=[O:32])[CH2:6][CH2:5]1)[C@:13]1([CH3:30])[CH2:18][CH2:19][C@H:20]2[C:26]([CH3:28])([CH3:27])[C:24](=[O:25])[CH:23]=[CH:22][C@:21]2([CH3:29])[C@H:12]1[CH2:11][CH2:10]3)=[CH2:3].OO.[O-:35]Cl=O.[Na+], predict the reaction product. The product is: [CH3:3][C:2]([C@H:4]1[C@@H:8]2[C@@H:9]3[C@@:14]([CH3:17])([CH2:15][CH2:16][C@@:7]2([C:31]([OH:35])=[O:32])[CH2:6][CH2:5]1)[C@@:13]1([CH3:30])[C@@H:12]([C@:21]2([CH3:29])[C@@H:20]([CH2:19][CH2:18]1)[C:26]([CH3:28])([CH3:27])[C:24](=[O:25])[CH2:23][CH2:22]2)[CH2:11][CH2:10]3)=[CH2:1].